Dataset: Forward reaction prediction with 1.9M reactions from USPTO patents (1976-2016). Task: Predict the product of the given reaction. (1) Given the reactants P(Br)(Br)[Br:2].[Cl:5][C:6]1[CH:11]=[CH:10][CH:9]=[C:8]([CH3:12])[C:7]=1[S:13]([N:16]1[CH2:21][CH2:20][CH2:19][CH2:18][CH:17]1[CH2:22][CH2:23][CH2:24]O)(=[O:15])=[O:14], predict the reaction product. The product is: [Br:2][CH2:24][CH2:23][CH2:22][CH:17]1[CH2:18][CH2:19][CH2:20][CH2:21][N:16]1[S:13]([C:7]1[C:8]([CH3:12])=[CH:9][CH:10]=[CH:11][C:6]=1[Cl:5])(=[O:15])=[O:14]. (2) Given the reactants [Cl:1][C:2]1[CH:10]=[C:6]([C:7]([OH:9])=O)[C:5]([OH:11])=[CH:4][CH:3]=1.[NH2:12][C:13]1[S:14][CH:15]=[C:16]([C:18]2[CH:23]=[C:22]([F:24])[CH:21]=[CH:20][C:19]=2[F:25])[N:17]=1, predict the reaction product. The product is: [Cl:1][C:2]1[CH:3]=[CH:4][C:5]([OH:11])=[C:6]([CH:10]=1)[C:7]([NH:12][C:13]1[S:14][CH:15]=[C:16]([C:18]2[CH:23]=[C:22]([F:24])[CH:21]=[CH:20][C:19]=2[F:25])[N:17]=1)=[O:9]. (3) Given the reactants [NH2:1][C@H:2]1[CH2:7][CH2:6][N:5]([CH2:8][CH:9]2[C:13]3=[C:14]([F:22])[CH:15]=[N:16][C:17]4[CH:18]=[CH:19][C:20](=[O:21])[N:11]([C:12]=43)[CH2:10]2)[CH2:4][C@H:3]1[F:23].[O:24]=[C:25]1[CH2:30][O:29][C:28]2[CH:31]=[CH:32][C:33]([CH:35]=O)=[N:34][C:27]=2[NH:26]1.[Cl:37]CCl.CO, predict the reaction product. The product is: [ClH:37].[F:22][C:14]1[CH:15]=[N:16][C:17]2[CH:18]=[CH:19][C:20](=[O:21])[N:11]3[CH2:10][CH:9]([CH2:8][N:5]4[CH2:6][CH2:7][C@H:2]([NH:1][CH2:35][C:33]5[CH:32]=[CH:31][C:28]6[O:29][CH2:30][C:25](=[O:24])[NH:26][C:27]=6[N:34]=5)[C@H:3]([F:23])[CH2:4]4)[C:13]=1[C:12]=23. (4) Given the reactants [N:1]([CH2:4][C:5]1([F:21])[CH2:10][CH2:9][N:8]([C:11]([O:13][CH2:14][C:15]2[CH:20]=[CH:19][CH:18]=[CH:17][CH:16]=2)=[O:12])[CH2:7][CH2:6]1)=[N+]=[N-].O.C1(P(C2C=CC=CC=2)C2C=CC=CC=2)C=CC=CC=1, predict the reaction product. The product is: [NH2:1][CH2:4][C:5]1([F:21])[CH2:6][CH2:7][N:8]([C:11]([O:13][CH2:14][C:15]2[CH:20]=[CH:19][CH:18]=[CH:17][CH:16]=2)=[O:12])[CH2:9][CH2:10]1. (5) Given the reactants [NH2:1][C:2]1[N:7]=[CH:6][N:5]=[C:4]2[N:8]([CH:31]3[CH2:36][CH2:35][N:34]([CH:37]4[CH2:42][CH2:41][N:40]([CH3:43])[CH2:39][CH2:38]4)[CH2:33][CH2:32]3)[N:9]=[C:10]([C:11]3[CH:16]=[CH:15][C:14]([NH:17][C:18](=[O:28])[C:19]4[CH:24]=[CH:23][C:22]([N:25]([CH3:27])[CH3:26])=[CH:21][CH:20]=4)=[C:13]([O:29][CH3:30])[CH:12]=3)[C:3]=12.[C:44]([OH:51])(=[O:50])/[CH:45]=[CH:46]\[C:47]([OH:49])=[O:48], predict the reaction product. The product is: [C:44]([OH:51])(=[O:50])/[CH:45]=[CH:46]\[C:47]([OH:49])=[O:48].[C:44]([OH:51])(=[O:50])/[CH:45]=[CH:46]\[C:47]([OH:49])=[O:48].[C:44]([OH:51])(=[O:50])/[CH:45]=[CH:46]\[C:47]([OH:49])=[O:48].[NH2:1][C:2]1[N:7]=[CH:6][N:5]=[C:4]2[N:8]([CH:31]3[CH2:36][CH2:35][N:34]([CH:37]4[CH2:38][CH2:39][N:40]([CH3:43])[CH2:41][CH2:42]4)[CH2:33][CH2:32]3)[N:9]=[C:10]([C:11]3[CH:16]=[CH:15][C:14]([NH:17][C:18](=[O:28])[C:19]4[CH:24]=[CH:23][C:22]([N:25]([CH3:27])[CH3:26])=[CH:21][CH:20]=4)=[C:13]([O:29][CH3:30])[CH:12]=3)[C:3]=12.